This data is from Reaction yield outcomes from USPTO patents with 853,638 reactions. The task is: Predict the reaction yield, written as a fraction of the theoretical maximum amount of product (1.0 means a 100% yield; for example, 0.34 means a 34% yield). (1) The reactants are [Br:1][C:2]1[CH:7]=[C:6]([F:8])[CH:5]=[CH:4][C:3]=1[C@H:9]1[C:14]([C:15]([O:17][CH2:18][CH3:19])=[O:16])=[C:13]([CH3:20])[NH:12][C:11]([C:21]2[S:22][CH:23]=[CH:24][N:25]=2)=[N:10]1.C1C(=O)N([Br:33])C(=O)C1. The catalyst is C(Cl)(Cl)(Cl)Cl. The product is [Br:1][C:2]1[CH:7]=[C:6]([F:8])[CH:5]=[CH:4][C:3]=1[C@H:9]1[C:14]([C:15]([O:17][CH2:18][CH3:19])=[O:16])=[C:13]([CH2:20][Br:33])[NH:12][C:11]([C:21]2[S:22][CH:23]=[CH:24][N:25]=2)=[N:10]1. The yield is 0.700. (2) The reactants are FC(F)(F)C(O)=O.[NH2:8][C@@H:9]([C:11]1[N:12]([S:19]([C:22]2[CH:28]=[CH:27][C:25]([CH3:26])=[CH:24][CH:23]=2)(=[O:21])=[O:20])[CH:13]=[CH:14][C:15]=1[C:16](O)=[O:17])[CH3:10].CCN(C(C)C)C(C)C.CCCP1(OP(CCC)(=O)OP(CCC)(=O)O1)=O.C([O-])(O)=O.[Na+]. The catalyst is CCOC(C)=O. The product is [CH3:10][C@@H:9]1[C:11]2[N:12]([S:19]([C:22]3[CH:28]=[CH:27][C:25]([CH3:26])=[CH:24][CH:23]=3)(=[O:21])=[O:20])[CH:13]=[CH:14][C:15]=2[C:16](=[O:17])[NH:8]1. The yield is 1.00. (3) The reactants are [CH2:1]([O:8][C:9]([NH:11][CH:12]([CH2:16][CH:17]([CH3:19])[CH3:18])[C:13]([OH:15])=O)=[O:10])[C:2]1[CH:7]=[CH:6][CH:5]=[CH:4][CH:3]=1.[NH2:20][C:21]1[CH:22]=[CH:23][C:24]([OH:31])=[C:25]([CH:30]=1)[C:26]([O:28][CH3:29])=[O:27].CCN(CC)CC.CN(C(ON1N=NC2C=CC=NC1=2)=[N+](C)C)C.F[P-](F)(F)(F)(F)F. The yield is 0.518. The catalyst is CC#N. The product is [CH2:1]([O:8][C:9]([NH:11][CH:12]([CH2:16][CH:17]([CH3:19])[CH3:18])[C:13]([NH:20][C:21]1[CH:22]=[CH:23][C:24]([OH:31])=[C:25]([CH:30]=1)[C:26]([O:28][CH3:29])=[O:27])=[O:15])=[O:10])[C:2]1[CH:3]=[CH:4][CH:5]=[CH:6][CH:7]=1. (4) The reactants are [NH:1]([C:3]1[CH:8]=[N:7][CH:6]=[CH:5][N:4]=1)[NH2:2].[CH3:9][C:10]1[CH:11]=[CH:12][C:13]([C:16](=O)[CH2:17][C:18](=O)[C:19]([O:21][CH2:22][CH3:23])=[O:20])=[N:14][CH:15]=1.Cl.[OH-].[Na+]. The catalyst is C(O)C. The product is [CH3:9][C:10]1[CH:11]=[CH:12][C:13]([C:16]2[N:1]([C:3]3[CH:8]=[N:7][CH:6]=[CH:5][N:4]=3)[N:2]=[C:18]([C:19]([O:21][CH2:22][CH3:23])=[O:20])[CH:17]=2)=[N:14][CH:15]=1. The yield is 0.220. (5) The reactants are [CH3:1][O:2][C:3]1[C:11]([O:12][CH3:13])=[CH:10][CH:9]=[CH:8][C:4]=1[CH2:5]CN.[CH3:14][NH:15]CC1C=CC2C(=CC=CC=2)C=1CCC.Cl.[O:31]=[C:32]1[NH:41][C:40]2[N:39]=[CH:38][C:37](/[CH:42]=[CH:43]/[C:44]([OH:46])=O)=[CH:36][C:35]=2[CH2:34][CH2:33]1.Cl.CN1CC2C=C(/C=C/C(O)=O)C=NC=2NC(=O)C1. No catalyst specified. The product is [CH3:1][O:2][C:3]1[C:11]([O:12][CH3:13])=[CH:10][CH:9]=[CH:8][C:4]=1[CH2:5][N:15]([CH3:14])[C:44](=[O:46])/[CH:43]=[CH:42]/[C:37]1[CH:38]=[N:39][C:40]2[NH:41][C:32](=[O:31])[CH2:33][CH2:34][C:35]=2[CH:36]=1. The yield is 0.610. (6) The reactants are FC(F)(F)C(O)=O.C([CH:15]1[CH2:20][NH:19][CH2:18][CH2:17][N:16]1[C:21]1[C:26]([NH:27][CH:28]([CH3:30])[CH3:29])=[CH:25][CH:24]=[CH:23][N:22]=1)(OC(C)(C)C)=O.C([O-])([O-])=O.[K+].[K+].O. The catalyst is ClCCl. The product is [N:16]1([C:21]2[C:26]([NH:27][CH:28]([CH3:30])[CH3:29])=[CH:25][CH:24]=[CH:23][N:22]=2)[CH2:15][CH2:20][NH:19][CH2:18][CH2:17]1. The yield is 1.00.